From a dataset of Experimentally validated miRNA-target interactions with 360,000+ pairs, plus equal number of negative samples. Binary Classification. Given a miRNA mature sequence and a target amino acid sequence, predict their likelihood of interaction. (1) The miRNA is hsa-miR-4750-3p with sequence CCUGACCCACCCCCUCCCGCAG. The protein sequence of the target gene is MNGFTPEEMSRGGDAAAAVAAVVAAAAAAASAGNGNAAGGGAEVPGAGAVSASGPPGAAGPGPGQLCCLREDGERCGRAAGNASFSKRIQKSISQKKVKIELDKSARHLYICDYHKNLIQSVRNRRKRKGSDDDGGDSPVQDIDTPEVDLYQLQVNTLRRYKRHFKLPTRPGLNKAQLVEIVGCHFKSIPVNEKDTLTCFIYSVRNDKNKSDLKADSGVH. Result: 0 (no interaction). (2) The miRNA is hsa-miR-32-3p with sequence CAAUUUAGUGUGUGUGAUAUUU. The protein sequence of the target gene is MGQRAVGSLLLGLLLHARLLAVTHGLRAYDGLSLPEDTETVTASRYGWTYSYLSDDEDLLADDASGDGLGSGDVGSGDFQMVYFRALVNFTRSIEYSPQLEDASAKEFREVSEAVVEKLEPEYRKIPGDQIVSVVFIKELDGWVFVELDVGSEGNADGSQIQEVLHTVVSSGSIGPYVTSPWGFKFRRLGTVPQFPRVCTETEFACHSYNECVALEYRCDRRPDCRDMSDELNCEEPVPELSSSTPAVGKVSPLPLWPEAATTPPPPVTHGPQFLLPSVPGPSACGPQEASCHSGHCIPR.... Result: 0 (no interaction). (3) The miRNA is hsa-miR-27a-5p with sequence AGGGCUUAGCUGCUUGUGAGCA. The protein sequence of the target gene is MATSMGLLLLLLLLLTQPGAGTGADTEAVVCVGTACYTAHSGKLSAAEAQNHCNQNGGNLATVKSKEEAQHVQRVLAQLLRREAALTARMSKFWIGLQREKGKCLDPSLPLKGFSWVGGGEDTPYSNWHKELRNSCISKRCVSLLLDLSQPLLPSRLPKWSEGPCGSPGSPGSNIEGFVCKFSFKGMCRPLALGGPGQVTYTTPFQTTSSSLEAVPFASAANVACGEGDKDETQSHYFLCKEKAPDVFDWGSSGPLCVSPKYGCNFNNGGCHQDCFEGGDGSFLCGCRPGFRLLDDLVTC.... Result: 0 (no interaction). (4) The miRNA is hsa-miR-2110 with sequence UUGGGGAAACGGCCGCUGAGUG. The protein sequence of the target gene is MAPRDSAEPLPPLSPQAWAWSGKFLAMGALAGFSVLSLLTYGYLCWGQDLEEEGSLKAQVDERPEAGTAGTSQPHLIFILADDQGFRDVGYHGSEIKTPTLDKLAAEGVKLENYYVQPICTPSRSQFITGKYQIHTGLQHSIIRPTQPNCLPLDNATLPQKLKEVGYSTHMVGKWHLGFYRKDCMPTKRGFDTFFGSLLGSGDYYTHYKCDSPGVCGYDLYENDNAAWDYDNGIYSTQMYTQRVQQILATHDPTKPLFLYVAYQAVHSPLQAPGRYFEHYRSIININRRRYAAMLSCLDE.... Result: 0 (no interaction). (5) The miRNA is hsa-miR-128-1-5p with sequence CGGGGCCGUAGCACUGUCUGAGA. The protein sequence of the target gene is MAASEDGSSCLVSRGRSQSDPSFLSDSSATSTDAGENPDEMDQTPPARSEPLVSGIRTPPVRRNSKLATLGRIFKPWKWRKKKNEKLKQTTSALEKKMAGRQGREELIKQGLLEMMEQDSENKACSPKEGSQPVQSEPPAGEQETLTSEGAQPGSPSASGTDQVSQDELLSSDAHLDDTANIPSASTAEEADAGSLLPTTDEPSQALAGSDSLDSPPRSLERSVSQLPSPPLLPTPPPKASSKATKNVTGQAALFQGPSMKNNEPALRGQLATPTGSPHVTTVHRPLPPSRVMEELHRAL.... Result: 0 (no interaction). (6) The miRNA is hsa-miR-212-5p with sequence ACCUUGGCUCUAGACUGCUUACU. The protein sequence of the target gene is MSVQSSSGSLEGPPSWSRLSTSPTPGSAAAARSLLNHTPPSGRPREGAMDELHSLDPRRQELLEARFTGVATGSTGSTGSCSVGAKASTNNESSNHSFGSLGSLSDKESETPEKKQSESSRGRKRKAESQNESSQGKSIGGRGHKISDYFEYQGGNGSSPVRGIPPAIRSPQNSHSHSTPSSSVRPNSPSPTALAFGDHPVVQPKQLSFKITQTDLTMLKLAALESTKNQDLEKKEGRIDDLLRANCDLRRQIDDQQKLLEKYKERLNKCISMSKKLLIEKSTQEKLSSREKSMQDRLRL.... Result: 0 (no interaction).